Dataset: Full USPTO retrosynthesis dataset with 1.9M reactions from patents (1976-2016). Task: Predict the reactants needed to synthesize the given product. (1) Given the product [F:1][C:2]1[CH:7]=[CH:6][C:5]([NH:8][C:9]2[N:10]([CH3:28])[C:11]3[C:20]4[C:19](=[O:21])[NH:18][C:17]([CH:22]([O:25][C:30](=[O:32])[CH3:31])[CH:23]=[CH2:24])=[C:16]([CH3:26])[C:15]=4[CH:14]=[CH:13][C:12]=3[N:27]=2)=[C:4]([CH3:29])[CH:3]=1, predict the reactants needed to synthesize it. The reactants are: [F:1][C:2]1[CH:7]=[CH:6][C:5]([NH:8][C:9]2[N:10]([CH3:28])[C:11]3[C:20]4[C:19](=[O:21])[NH:18][C:17]([CH:22]([OH:25])[CH:23]=[CH2:24])=[C:16]([CH3:26])[C:15]=4[CH:14]=[CH:13][C:12]=3[N:27]=2)=[C:4]([CH3:29])[CH:3]=1.[C:30](OC(=O)C)(=[O:32])[CH3:31].C(OCC)C. (2) Given the product [CH3:30][N:29]([CH3:31])[C:28](=[O:32])[C:25]1[CH:24]=[CH:23][C:22]([O:21][C:15]2[CH:14]=[C:13]3[C:18]([CH2:19][CH2:20][NH:11][CH2:12]3)=[CH:17][CH:16]=2)=[CH:27][CH:26]=1, predict the reactants needed to synthesize it. The reactants are: C(OC([N:11]1[CH2:20][CH2:19][C:18]2[C:13](=[CH:14][C:15]([O:21][C:22]3[CH:27]=[CH:26][C:25]([C:28](=[O:32])[N:29]([CH3:31])[CH3:30])=[CH:24][CH:23]=3)=[CH:16][CH:17]=2)[CH2:12]1)=O)C1C=CC=CC=1.C(O)C. (3) The reactants are: Cl[C:2]1[CH:3]=[C:4]([C@H:12]([N:14]([CH3:34])[C:15]([N:17]2[CH2:22][CH2:21][N:20]3[C:23](=[O:26])[CH2:24][CH2:25][C@H:19]3[C@@H:18]2[C:27]2[CH:32]=[CH:31][CH:30]=[CH:29][C:28]=2[CH3:33])=[O:16])[CH3:13])[CH:5]=[C:6]([C:8]([F:11])([F:10])[F:9])[CH:7]=1.[Li+].C[Si]([N-][Si](C)(C)C)(C)C.[C:45](Cl)(=[O:48])[O:46][CH3:47]. Given the product [F:9][C:8]([F:11])([F:10])[C:2]1[CH:3]=[C:4]([C@H:12]([N:14]([CH3:34])[C:15]([N:17]2[CH2:22][CH2:21][N:20]3[C:23](=[O:26])[C:24]([C:45]([O:46][CH3:47])=[O:48])([C:45]([O:46][CH3:47])=[O:48])[CH2:25][C@H:19]3[C@@H:18]2[C:27]2[CH:32]=[CH:31][CH:30]=[CH:29][C:28]=2[CH3:33])=[O:16])[CH3:13])[CH:5]=[C:6]([C:8]([F:9])([F:10])[F:11])[CH:7]=1, predict the reactants needed to synthesize it. (4) Given the product [CH3:5][S:6]([OH:9])(=[O:8])=[O:7].[CH3:10][C:11]1[CH:19]=[C:18]([C:20]([NH:22][C:23]2[CH:28]=[CH:27][CH:26]=[C:25]([C:29]3[C:38]4[C:33](=[CH:34][C:35]([O:41][CH3:42])=[C:36]([O:39][CH3:40])[CH:37]=4)[N:32]=[C:31]([NH:43][CH3:44])[N:30]=3)[CH:24]=2)=[O:21])[CH:17]=[CH:16][C:12]=1[C:13]([OH:15])=[O:14], predict the reactants needed to synthesize it. The reactants are: CS(C)=O.[CH3:5][S:6]([OH:9])(=[O:8])=[O:7].[CH3:10][C:11]1[CH:19]=[C:18]([C:20]([NH:22][C:23]2[CH:28]=[CH:27][CH:26]=[C:25]([C:29]3[C:38]4[C:33](=[CH:34][C:35]([O:41][CH3:42])=[C:36]([O:39][CH3:40])[CH:37]=4)[N:32]=[C:31]([NH:43][CH3:44])[N:30]=3)[CH:24]=2)=[O:21])[CH:17]=[CH:16][C:12]=1[C:13]([OH:15])=[O:14].